This data is from Catalyst prediction with 721,799 reactions and 888 catalyst types from USPTO. The task is: Predict which catalyst facilitates the given reaction. (1) Reactant: [NH:1]1[C:9]2[C:4](=[CH:5][CH:6]=[CH:7][CH:8]=2)[C:3](/[CH:10]=[C:11]2\[O:12][C:13]3[C:20]([C:21]#[C:22][CH2:23][CH2:24][N:25]4[CH2:30][CH2:29][N:28](C(OC(C)(C)C)=O)[CH2:27][CH2:26]4)=[C:19]([O:38][CH3:39])[CH:18]=[CH:17][C:14]=3[C:15]\2=[O:16])=[N:2]1.Cl. Product: [NH:1]1[C:9]2[C:4](=[CH:5][CH:6]=[CH:7][CH:8]=2)[C:3](/[CH:10]=[C:11]2\[O:12][C:13]3[C:20]([C:21]#[C:22][CH2:23][CH2:24][N:25]4[CH2:26][CH2:27][NH:28][CH2:29][CH2:30]4)=[C:19]([O:38][CH3:39])[CH:18]=[CH:17][C:14]=3[C:15]\2=[O:16])=[N:2]1. The catalyst class is: 135. (2) Reactant: [F:1][C:2]([F:26])([C:19]1[CH:24]=[CH:23][C:22]([F:25])=[CH:21][N:20]=1)[C:3]1[N:12]=[C:11](O)[C:10]2[C:5](=[C:6]([O:14][C:15]([F:18])([F:17])[F:16])[CH:7]=[CH:8][CH:9]=2)[N:4]=1.P(Br)(Br)(Br)=O.CCN(C(C)C)C(C)C.[CH3:41][C:42]1[NH:46][N:45]=[C:44]([NH2:47])[CH:43]=1. Product: [F:1][C:2]([F:26])([C:19]1[CH:24]=[CH:23][C:22]([F:25])=[CH:21][N:20]=1)[C:3]1[N:12]=[C:11]([NH:47][C:44]2[CH:43]=[C:42]([CH3:41])[NH:46][N:45]=2)[C:10]2[C:5](=[C:6]([O:14][C:15]([F:18])([F:17])[F:16])[CH:7]=[CH:8][CH:9]=2)[N:4]=1. The catalyst class is: 575. (3) Reactant: C([N:4]([CH:7](C)C)CC)(C)C.C1(P(N=[N+]=[N-])(C2C=CC=CC=2)=[O:17])C=CC=CC=1.[C:27]([OH:31])([CH3:30])([CH3:29])[CH3:28].C([CH:35]1[CH2:40][CH2:39][CH2:38][N:37]([C:41]([O:43][CH2:44][CH:45]2[C:57]3[CH:56]=[CH:55][CH:54]=[CH:53][C:52]=3[C:51]3[C:46]2=[CH:47][CH:48]=[CH:49][CH:50]=3)=[O:42])[CH2:36]1)(O)=O. Product: [C:27]([O:31][C:7]([NH:4][CH:35]1[CH2:40][CH2:39][CH2:38][N:37]([C:41]([O:43][CH2:44][CH:45]2[C:57]3[CH:52]=[CH:53][CH:54]=[CH:55][C:56]=3[C:47]3[C:46]2=[CH:51][CH:50]=[CH:49][CH:48]=3)=[O:42])[CH2:36]1)=[O:17])([CH3:30])([CH3:29])[CH3:28]. The catalyst class is: 13.